Dataset: Reaction yield outcomes from USPTO patents with 853,638 reactions. Task: Predict the reaction yield, written as a fraction of the theoretical maximum amount of product (1.0 means a 100% yield; for example, 0.34 means a 34% yield). (1) The yield is 0.700. The product is [C:1]([C:5]1[NH:16][C:8]2=[N:9][CH:10]=[C:11]([NH2:13])[CH:12]=[C:7]2[CH:6]=1)([CH3:4])([CH3:2])[CH3:3]. The reactants are [C:1]([C:5]1[NH:16][C:8]2=[N:9][CH:10]=[C:11]([N+:13]([O-])=O)[CH:12]=[C:7]2[CH:6]=1)([CH3:4])([CH3:3])[CH3:2]. The catalyst is CO.[Ni]. (2) The yield is 0.940. The catalyst is CO.O. The product is [Cl:14][C:7]1[CH:6]=[C:5]([CH2:4][C:3]([OH:15])=[O:2])[CH:10]=[C:9]([N+:11]([O-:13])=[O:12])[CH:8]=1. The reactants are C[O:2][C:3](=[O:15])[CH2:4][C:5]1[CH:10]=[C:9]([N+:11]([O-:13])=[O:12])[CH:8]=[C:7]([Cl:14])[CH:6]=1.[OH-].[Na+]. (3) The reactants are [Si]([O:8][C:9]1[CH:10]=[C:11]([C:15]2[CH:20]=[CH:19][C:18]([C@H:21]3[N:24]([C:25]4[CH:30]=[CH:29][CH:28]=[CH:27][CH:26]=4)[C:23](=[O:31])[C@@H:22]3[CH2:32][CH2:33][C@H:34]([O:42][Si:43]([C:46]([CH3:49])([CH3:48])[CH3:47])([CH3:45])[CH3:44])[C:35]3[CH:40]=[CH:39][C:38]([F:41])=[CH:37][CH:36]=3)=[CH:17][CH:16]=2)[CH:12]=[CH:13][CH:14]=1)(C(C)(C)C)(C)C.[F-].[K+].C(OCC)(=O)C. The catalyst is CO. The product is [Si:43]([O:42][C@H:34]([C:35]1[CH:36]=[CH:37][C:38]([F:41])=[CH:39][CH:40]=1)[CH2:33][CH2:32][C@@H:22]1[C@@H:21]([C:18]2[CH:19]=[CH:20][C:15]([C:11]3[CH:12]=[CH:13][CH:14]=[C:9]([OH:8])[CH:10]=3)=[CH:16][CH:17]=2)[N:24]([C:25]2[CH:26]=[CH:27][CH:28]=[CH:29][CH:30]=2)[C:23]1=[O:31])([C:46]([CH3:49])([CH3:48])[CH3:47])([CH3:45])[CH3:44]. The yield is 0.920.